This data is from CYP2C9 inhibition data for predicting drug metabolism from PubChem BioAssay. The task is: Regression/Classification. Given a drug SMILES string, predict its absorption, distribution, metabolism, or excretion properties. Task type varies by dataset: regression for continuous measurements (e.g., permeability, clearance, half-life) or binary classification for categorical outcomes (e.g., BBB penetration, CYP inhibition). Dataset: cyp2c9_veith. (1) The result is 0 (non-inhibitor). The molecule is c1cncc(CNc2ccnc(-c3cccnc3)n2)c1. (2) The drug is CCCCC(=O)Nc1nnc(SCC(=O)NC2CCCC2)s1. The result is 0 (non-inhibitor). (3) The drug is O=[N+]([O-])c1ccccc1N/N=C/c1c[nH]c2ccccc12. The result is 1 (inhibitor). (4) The compound is Cc1ccc(S(=O)(=O)N2CCN(S(C)(=O)=O)C2)cc1. The result is 0 (non-inhibitor).